From a dataset of Catalyst prediction with 721,799 reactions and 888 catalyst types from USPTO. Predict which catalyst facilitates the given reaction. (1) Reactant: [NH2:1][C@@H:2]([CH3:33])[C@@H:3]([C:27]1[CH:32]=[CH:31][CH:30]=[CH:29][CH:28]=1)[O:4][C:5]1[CH:6]=[C:7]2[C:11](=[CH:12][CH:13]=1)[N:10]([C:14]1[CH:15]=[C:16]([CH:24]=[CH:25][CH:26]=1)[C:17]([O:19][CH2:20][CH:21]([CH3:23])[CH3:22])=[O:18])[N:9]=[CH:8]2.[C:34](O[C:34]([O:36][C:37]([CH3:40])([CH3:39])[CH3:38])=[O:35])([O:36][C:37]([CH3:40])([CH3:39])[CH3:38])=[O:35].C(N(CC)CC)C. Product: [C:37]([O:36][C:34]([NH:1][C@@H:2]([CH3:33])[C@H:3]([O:4][C:5]1[CH:6]=[C:7]2[C:11](=[CH:12][CH:13]=1)[N:10]([C:14]1[CH:15]=[C:16]([CH:24]=[CH:25][CH:26]=1)[C:17]([O:19][CH2:20][CH:21]([CH3:23])[CH3:22])=[O:18])[N:9]=[CH:8]2)[C:27]1[CH:28]=[CH:29][CH:30]=[CH:31][CH:32]=1)=[O:35])([CH3:40])([CH3:39])[CH3:38]. The catalyst class is: 1. (2) Reactant: [F:1][C:2]([F:11])([F:10])[C:3]1[CH:8]=[CH:7][N:6]=[CH:5][C:4]=1[NH2:9].ClC(Cl)(O[C:16](=[O:22])OC(Cl)(Cl)Cl)Cl.[CH3:24][C@H:25]1[CH2:30][NH:29][C@H:28]([CH3:31])[CH2:27][N:26]1[C:32]1[CH:41]=[CH:40][C:39]([C:42]#[N:43])=[C:38]2[C:33]=1[CH:34]=[CH:35][CH:36]=[N:37]2. Product: [F:11][C:2]([F:1])([F:10])[C:3]1[CH:8]=[CH:7][N:6]=[CH:5][C:4]=1[NH:9][C:16]([N:29]1[CH2:30][C@H:25]([CH3:24])[N:26]([C:32]2[CH:41]=[CH:40][C:39]([C:42]#[N:43])=[C:38]3[C:33]=2[CH:34]=[CH:35][CH:36]=[N:37]3)[CH2:27][C@H:28]1[CH3:31])=[O:22]. The catalyst class is: 2. (3) Reactant: [Cl:1][C:2]1[CH:11]=[C:10]([O:12][CH3:13])[C:9]([N:14]2[CH:18]=[CH:17][CH:16]=[N:15]2)=[CH:8][C:3]=1[C:4](OC)=[O:5].[NH3:19]. Product: [Cl:1][C:2]1[CH:11]=[C:10]([O:12][CH3:13])[C:9]([N:14]2[CH:18]=[CH:17][CH:16]=[N:15]2)=[CH:8][C:3]=1[C:4]([NH2:19])=[O:5]. The catalyst class is: 5.